Dataset: Forward reaction prediction with 1.9M reactions from USPTO patents (1976-2016). Task: Predict the product of the given reaction. (1) Given the reactants [CH2:1]([N:13]1[C:21]2[C:16]3[C:17](=[CH:23][CH:24]=[CH:25][C:15]=3[C:14]1=[O:26])[C:18]([Br:22])=[CH:19][CH:20]=2)[CH2:2][CH2:3][CH2:4][CH2:5][CH2:6][CH2:7][CH2:8][CH2:9][CH2:10][CH2:11][CH3:12].[Br:27][C:28]1[CH:29]=[CH:30][C:31]2C(=O)N[C:34]3[C:39]=2[C:38]=1[CH:37]=[CH:36][CH:35]=3, predict the reaction product. The product is: [CH2:1]([N:13]1[C:21]2[C:16]3[C:17](=[C:23]([Br:27])[CH:24]=[CH:25][C:15]=3[C:14]1=[O:26])[CH:18]=[CH:19][CH:20]=2)[CH2:2][CH2:3][CH2:4][CH2:5][CH2:6][CH2:7][CH2:8][CH2:9][CH2:10][CH2:11][CH3:12].[Br:22][C:34]1[C:39]2[C:38](=[C:28]([Br:27])[CH:29]=[CH:30][CH:31]=2)[CH:37]=[CH:36][CH:35]=1. (2) Given the reactants CS([Cl:5])(=O)=O.[C:6]([NH:9][C:10]1[CH:11]=[C:12]([CH:15]=[CH:16][CH:17]=1)[CH2:13]O)(=[O:8])[CH3:7], predict the reaction product. The product is: [C:6]([NH:9][C:10]1[CH:11]=[C:12]([CH:15]=[CH:16][CH:17]=1)[CH2:13][Cl:5])(=[O:8])[CH3:7]. (3) The product is: [Cl:30][C:15]1[C:16](=[O:29])[N:17]([C:21]2[C:22]([F:28])=[CH:23][CH:24]=[CH:25][C:26]=2[F:27])[C:18]([CH3:20])=[CH:19][C:14]=1[O:13][CH2:12][C:11]1[CH:31]=[CH:32][C:33]([F:35])=[CH:34][C:10]=1[CH2:9][NH:8][C:3](=[O:4])[O:5][CH2:48][C:45]1[CH:46]=[CH:47][S:43][CH:44]=1. Given the reactants FC(F)(F)[C:3]([OH:5])=[O:4].[NH2:8][CH2:9][C:10]1[CH:34]=[C:33]([F:35])[CH:32]=[CH:31][C:11]=1[CH2:12][O:13][C:14]1[CH:19]=[C:18]([CH3:20])[N:17]([C:21]2[C:26]([F:27])=[CH:25][CH:24]=[CH:23][C:22]=2[F:28])[C:16](=[O:29])[C:15]=1[Cl:30].CN1CCOCC1.[S:43]1[CH:47]=[CH:46][C:45]([CH2:48]O)=[CH:44]1.[H-].[Na+], predict the reaction product. (4) Given the reactants IC1C(C)=C(I)C(C)=C(I)[C:3]=1[CH3:12].[Mn]([O-])(=O)(=O)=O.[K+].C([O:22][C:23](=[O:25])[CH3:24])(=O)C.[C:26]([OH:29])(=O)[CH3:27].S(=O)(=O)(O)[OH:31], predict the reaction product. The product is: [CH3:12][C:3]([CH2:27][C:26]([CH2:24][C:23]([OH:22])=[O:25])=[O:29])=[O:31]. (5) Given the reactants CC([O-])(C)C.[Na+].[CH:7]1([N:12]2[C:16]3[N:17]=[C:18]([NH2:21])[N:19]=[CH:20][C:15]=3[C:14]3[CH:22]=[CH:23][N:24]=[CH:25][C:13]2=3)[CH2:11][CH2:10][CH2:9][CH2:8]1.Br[C:27]1[C:32]([CH3:33])=[CH:31][C:30]([Br:34])=[CH:29][N:28]=1.CC1(C)C2C(=C(P(C3C=CC=CC=3)C3C=CC=CC=3)C=CC=2)OC2C(P(C3C=CC=CC=3)C3C=CC=CC=3)=CC=CC1=2.[NH4+].[Cl-], predict the reaction product. The product is: [Br:34][C:30]1[CH:31]=[C:32]([CH3:33])[C:27]([NH:21][C:18]2[N:19]=[CH:20][C:15]3[C:14]4[CH:22]=[CH:23][N:24]=[CH:25][C:13]=4[N:12]([CH:7]4[CH2:8][CH2:9][CH2:10][CH2:11]4)[C:16]=3[N:17]=2)=[N:28][CH:29]=1. (6) Given the reactants [CH:1]1([N:7]2[CH2:11][CH2:10][CH2:9][C:8]2=[O:12])[CH2:6][CH2:5][CH2:4][CH2:3][CH2:2]1.C([N-]C(C)C)(C)C.[Li+].Br[CH2:22][C:23]1[S:27][C:26]2[CH:28]=[CH:29][CH:30]=[CH:31][C:25]=2[CH:24]=1, predict the reaction product. The product is: [S:27]1[C:23]([CH2:22][CH:9]2[CH2:10][CH2:11][N:7]([CH:1]3[CH2:2][CH2:3][CH2:4][CH2:5][CH2:6]3)[C:8]2=[O:12])=[CH:24][C:25]2[CH:31]=[CH:30][CH:29]=[CH:28][C:26]1=2. (7) Given the reactants [C:1]([C:3]([C:6]1[CH:7]=[C:8]([NH:35]C(=O)OC(C)(C)C)[CH:9]=[C:10]([C:12]([NH:14][C:15]2[CH:20]=[CH:19][C:18]([CH3:21])=[C:17]([NH:22][C:23]([C:25]3[CH:26]=[C:27]4[C:32](=[CH:33][CH:34]=3)[N:31]=[CH:30][CH:29]=[N:28]4)=[O:24])[CH:16]=2)=[O:13])[CH:11]=1)([CH3:5])[CH3:4])#[N:2], predict the reaction product. The product is: [NH2:35][C:8]1[CH:9]=[C:10]([CH:11]=[C:6]([C:3]([C:1]#[N:2])([CH3:5])[CH3:4])[CH:7]=1)[C:12]([NH:14][C:15]1[CH:20]=[CH:19][C:18]([CH3:21])=[C:17]([NH:22][C:23]([C:25]2[CH:26]=[C:27]3[C:32](=[CH:33][CH:34]=2)[N:31]=[CH:30][CH:29]=[N:28]3)=[O:24])[CH:16]=1)=[O:13]. (8) Given the reactants [OH:1][CH2:2][CH:3]=[C:4]1[CH2:9][CH2:8][C@H:7]2[C@H:10]3[C@H:20]([CH2:21][CH2:22][C@:5]12[CH3:6])[C@:18]1([CH3:19])[C:13]([CH2:14][C@@H:15]([OH:23])[CH2:16][CH2:17]1)=[CH:12][CH2:11]3.C([O-])([O-])=[O:25].[K+].[K+].ClC1C=C(C=CC=1)C(OO)=O, predict the reaction product. The product is: [OH:23][C@H:15]1[CH2:16][CH2:17][C@@:18]2([CH3:19])[C:13](=[CH:12][CH2:11][C@@H:10]3[C@@H:20]2[CH2:21][CH2:22][C@@:5]2([CH3:6])[C@H:7]3[CH2:8][CH2:9][C@:4]32[O:25][CH:3]3[CH2:2][OH:1])[CH2:14]1. (9) Given the reactants [N+:1]([C:4]1[CH:9]=[CH:8][C:7]([NH:10][C:11]2[CH:16]=[CH:15][CH:14]=[C:13]([NH2:17])[N:12]=2)=[CH:6][CH:5]=1)([O-])=O.C(=O)=O, predict the reaction product. The product is: [NH2:1][C:4]1[CH:5]=[CH:6][C:7]([NH:10][C:11]2[CH:16]=[CH:15][CH:14]=[C:13]([NH2:17])[N:12]=2)=[CH:8][CH:9]=1.